Dataset: Reaction yield outcomes from USPTO patents with 853,638 reactions. Task: Predict the reaction yield, written as a fraction of the theoretical maximum amount of product (1.0 means a 100% yield; for example, 0.34 means a 34% yield). (1) The reactants are C(O[C:6](=[O:23])[NH:7][C:8]1[CH:9]=[N:10][O:11][C:12]=1[C:13]1[CH:18]=[CH:17][CH:16]=[CH:15][C:14]=1[C:19]([F:22])([F:21])[F:20])(C)(C)C.Cl.C(N(C(C)C)CC)(C)C.[Cl:34][C:35]1[CH:40]=[CH:39][N:38]2[N:41]=[CH:42][C:43](C(Cl)=O)=[C:37]2[N:36]=1. The catalyst is O1CCOCC1.ClCCl. The product is [F:22][C:19]([F:20])([F:21])[C:14]1[CH:15]=[CH:16][CH:17]=[CH:18][C:13]=1[C:12]1[O:11][N:10]=[CH:9][C:8]=1[NH:7][C:6]([C:43]1[CH:42]=[N:41][N:38]2[CH:39]=[CH:40][C:35]([Cl:34])=[N:36][C:37]=12)=[O:23]. The yield is 0.860. (2) The reactants are O.[OH-].[Li+].[O:4]1[C:13]2[C:8](=[CH:9][CH:10]=[CH:11][CH:12]=2)[C:7]([C:14]2[CH:23]=[CH:22][C:17]([C:18]([O:20]C)=[O:19])=[CH:16][CH:15]=2)=[CH:6][CH2:5]1. The catalyst is O.C1COCC1.CO. The product is [O:4]1[C:13]2[C:8](=[CH:9][CH:10]=[CH:11][CH:12]=2)[C:7]([C:14]2[CH:15]=[CH:16][C:17]([C:18]([OH:20])=[O:19])=[CH:22][CH:23]=2)=[CH:6][CH2:5]1. The yield is 0.890.